Task: Predict the reactants needed to synthesize the given product.. Dataset: Full USPTO retrosynthesis dataset with 1.9M reactions from patents (1976-2016) (1) Given the product [OH:18][C:17]1[C:16]2[C:11](=[CH:12][CH:13]=[C:14]([O:19][C:20]3[CH:25]=[CH:24][CH:23]=[CH:22][CH:21]=3)[CH:15]=2)[CH:10]=[N:9][C:8]=1[C:6]([NH:26][CH2:27][CH2:28][CH2:29][C:30]([OH:32])=[O:31])=[O:7], predict the reactants needed to synthesize it. The reactants are: C(O[C:6]([C:8]1[N:9]=[CH:10][C:11]2[C:16]([C:17]=1[OH:18])=[CH:15][C:14]([O:19][C:20]1[CH:25]=[CH:24][CH:23]=[CH:22][CH:21]=1)=[CH:13][CH:12]=2)=[O:7])CCC.[NH2:26][CH2:27][CH2:28][CH2:29][C:30]([OH:32])=[O:31].C[O-].[Na+].CO. (2) The reactants are: [CH3:1][C:2]1[CH:3]=[C:4](B(O)O)[CH:5]=[CH:6][CH:7]=1.Br[C:12]1[O:16][C:15]([CH:17]=[O:18])=[CH:14][CH:13]=1.C1(P(C2C=CC=CC=2)C2C=CC=CC=2)C=CC=CC=1.C(=O)(O)[O-].[Na+]. Given the product [CH3:1][C:2]1[CH:3]=[C:4]([C:12]2[O:16][C:15]([CH:17]=[O:18])=[CH:14][CH:13]=2)[CH:5]=[CH:6][CH:7]=1, predict the reactants needed to synthesize it. (3) Given the product [CH3:16][C:11]1[CH:17]=[C:38]([N+:39]([O-:41])=[O:40])[CH:37]=[CH:36][C:12]=1[N:23]=[C:20]1[NH:8][C:3]([CH3:7])([CH3:4])[CH2:2][S:29]1, predict the reactants needed to synthesize it. The reactants are: C[CH2:2][C:3]([NH2:8])([CH3:7])[C:4](O)=O.Cl.N[C:11]([CH3:17])([CH3:16])[C:12](OC)=O.OC[C:20]([NH2:23])(C)C.OCCN.O=[S:29](Cl)Cl.CC1[C:38]([N+:39]([O-:41])=[O:40])=[CH:37][CH:36]=CC=1N=C=S. (4) Given the product [Br:2][C:3]1[CH:8]=[CH:7][C:6]2[C:19]3[CH2:18][NH:17][C@H:16]([CH3:15])[CH2:21][C:20]=3[O:9][C:5]=2[CH:4]=1, predict the reactants needed to synthesize it. The reactants are: Cl.[Br:2][C:3]1[CH:4]=[C:5]([O:9]N)[CH:6]=[CH:7][CH:8]=1.C(O)(=O)C.[CH3:15][C@@H:16]1[CH2:21][C:20](=O)[CH2:19][CH2:18][NH:17]1.S(=O)(=O)(O)O. (5) The reactants are: [CH3:1][O:2][C:3]1[CH:4]=[C:5]([CH:9]=[C:10]([N+:12]([O-])=O)[CH:11]=1)[C:6]([OH:8])=[O:7]. Given the product [NH2:12][C:10]1[CH:9]=[C:5]([CH:4]=[C:3]([O:2][CH3:1])[CH:11]=1)[C:6]([OH:8])=[O:7], predict the reactants needed to synthesize it. (6) Given the product [CH3:5][C:6]([CH3:10])([CH3:9])[CH2:7][O:8][CH2:12][C:13]1[CH:14]=[CH:15][C:16]([C:17]([N:19]([O:21][CH3:22])[CH3:20])=[O:18])=[CH:23][CH:24]=1, predict the reactants needed to synthesize it. The reactants are: [H-].[Na+].[I-].[K+].[CH3:5][C:6]([CH3:10])([CH3:9])[CH2:7][OH:8].Cl[CH2:12][C:13]1[CH:24]=[CH:23][C:16]([C:17]([N:19]([O:21][CH3:22])[CH3:20])=[O:18])=[CH:15][CH:14]=1.[Cl-].[NH4+].